From a dataset of Catalyst prediction with 721,799 reactions and 888 catalyst types from USPTO. Predict which catalyst facilitates the given reaction. (1) The catalyst class is: 9. Reactant: [NH:1]1[CH2:6][CH2:5][CH:4]([CH2:7][N:8]2[CH2:13][CH2:12][CH:11]([CH2:14][NH:15][C:16]([C:18]3[C:26]4[N:25]=[C:24]([CH:27]([CH3:29])[CH3:28])[NH:23][C:22]=4[CH:21]=[CH:20][CH:19]=3)=[O:17])[CH2:10][CH2:9]2)[CH2:3][CH2:2]1.C(N(CC)C(C)C)(C)C.[F:39][C:40]1[CH:45]=[CH:44][CH:43]=[CH:42][C:41]=1[N:46]=[C:47]=[O:48]. Product: [F:39][C:40]1[CH:45]=[CH:44][CH:43]=[CH:42][C:41]=1[NH:46][C:47]([N:1]1[CH2:2][CH2:3][CH:4]([CH2:7][N:8]2[CH2:9][CH2:10][CH:11]([CH2:14][NH:15][C:16]([C:18]3[C:26]4[N:25]=[C:24]([CH:27]([CH3:29])[CH3:28])[NH:23][C:22]=4[CH:21]=[CH:20][CH:19]=3)=[O:17])[CH2:12][CH2:13]2)[CH2:5][CH2:6]1)=[O:48]. (2) Reactant: [CH:1]([CH:4]1[C:9](=O)[NH:8][C:7]2[CH:11]=[CH:12][CH:13]=[C:14]([CH:15]([CH3:17])[CH3:16])[C:6]=2[O:5]1)([CH3:3])[CH3:2].[H-].[Al+3].[Li+].[H-].[H-].[H-].[OH-].[Na+].S([O-])([O-])(=O)=O.[Mg+2]. Product: [CH:1]([CH:4]1[CH2:9][NH:8][C:7]2[CH:11]=[CH:12][CH:13]=[C:14]([CH:15]([CH3:17])[CH3:16])[C:6]=2[O:5]1)([CH3:3])[CH3:2]. The catalyst class is: 30. (3) Reactant: [C:1]([O:5][C:6](=[O:28])[CH2:7][N:8]1[C:12]2[CH:13]=[CH:14][C:15]([NH:17]C(OC(C)(C)C)=O)=[CH:16][C:11]=2[N:10]=[C:9]1[CH2:25][CH2:26][CH3:27])([CH3:4])([CH3:3])[CH3:2]. Product: [C:1]([O:5][C:6](=[O:28])[CH2:7][N:8]1[C:12]2[CH:13]=[CH:14][C:15]([NH2:17])=[CH:16][C:11]=2[N:10]=[C:9]1[CH2:25][CH2:26][CH3:27])([CH3:4])([CH3:3])[CH3:2]. The catalyst class is: 89.